This data is from Forward reaction prediction with 1.9M reactions from USPTO patents (1976-2016). The task is: Predict the product of the given reaction. (1) Given the reactants FC1C=CC=C(F)C=1CN.C1([N+]#[C-])CCCCC1.[CH:19]1([NH:25][C:26]([CH:28]2[C:34]3[CH:35]=[C:36]([Br:39])[CH:37]=[CH:38][C:33]=3[O:32][CH:31]([CH:40](C)[CH3:41])[C:30](=[O:43])[N:29]2[CH2:44][C:45]2[C:50]([F:51])=[CH:49][CH:48]=[CH:47][C:46]=2[F:52])=[O:27])[CH2:24][CH2:23][CH2:22][CH2:21][CH2:20]1, predict the reaction product. The product is: [CH:19]1([NH:25][C:26]([CH:28]2[C:34]3[CH:35]=[C:36]([Br:39])[CH:37]=[CH:38][C:33]=3[O:32][CH:31]([CH2:40][CH3:41])[C:30](=[O:43])[N:29]2[CH2:44][C:45]2[C:46]([F:52])=[CH:47][CH:48]=[CH:49][C:50]=2[F:51])=[O:27])[CH2:20][CH2:21][CH2:22][CH2:23][CH2:24]1. (2) Given the reactants [NH2:1][C@H:2]1[CH2:11][CH2:10][C:9]2[C:8]([N:12]3[CH2:17][CH2:16][N:15]([C:18]([O:20][C:21]([CH3:24])([CH3:23])[CH3:22])=[O:19])[CH2:14][CH2:13]3)=[CH:7][CH:6]=[C:5]([O:25][CH3:26])[C:4]=2[CH2:3]1.[Cl:27][C:28]1[CH:29]=[C:30]([S:34](Cl)(=[O:36])=[O:35])[CH:31]=[CH:32][CH:33]=1.CCN(C(C)C)C(C)C.C(=O)([O-])O.[Na+], predict the reaction product. The product is: [Cl:27][C:28]1[CH:29]=[C:30]([S:34]([NH:1][C@H:2]2[CH2:11][CH2:10][C:9]3[C:8]([N:12]4[CH2:13][CH2:14][N:15]([C:18]([O:20][C:21]([CH3:22])([CH3:23])[CH3:24])=[O:19])[CH2:16][CH2:17]4)=[CH:7][CH:6]=[C:5]([O:25][CH3:26])[C:4]=3[CH2:3]2)(=[O:36])=[O:35])[CH:31]=[CH:32][CH:33]=1. (3) Given the reactants [Br:1][C:2]1[C:3](O)=[N:4][C:5]([CH3:9])=[N:6][C:7]=1[CH3:8].O=P(Cl)(Cl)[Cl:13], predict the reaction product. The product is: [Br:1][C:2]1[C:3]([Cl:13])=[N:4][C:5]([CH3:9])=[N:6][C:7]=1[CH3:8]. (4) The product is: [CH2:28]([O:30][C:31]([C:33]1([C:36]2[CH:41]=[CH:40][C:39]([C:23]3[CH:24]=[CH:25][C:20]([C:19]4[O:18][N:17]=[C:16]([CH3:27])[C:15]=4[CH:13]([C:11]4[O:12][C:8]([CH2:1][C:2]5[CH:7]=[CH:6][CH:5]=[CH:4][CH:3]=5)=[N:9][N:10]=4)[OH:14])=[CH:21][CH:22]=3)=[CH:38][CH:37]=2)[CH2:34][CH2:35]1)=[O:32])[CH3:29]. Given the reactants [CH2:1]([C:8]1[O:12][C:11]([CH:13]([C:15]2[C:16]([CH3:27])=[N:17][O:18][C:19]=2[C:20]2[CH:25]=[CH:24][C:23](Br)=[CH:22][CH:21]=2)[OH:14])=[N:10][N:9]=1)[C:2]1[CH:7]=[CH:6][CH:5]=[CH:4][CH:3]=1.[CH2:28]([O:30][C:31]([C:33]1([C:36]2[CH:41]=[CH:40][C:39](B3OC(C)(C)C(C)(C)O3)=[CH:38][CH:37]=2)[CH2:35][CH2:34]1)=[O:32])[CH3:29], predict the reaction product. (5) Given the reactants CC1(C)C(C)(C)OB([C:9]2[CH:10]=[C:11]([C:15]3([OH:21])[CH2:20][CH2:19][O:18][CH2:17][CH2:16]3)[CH:12]=[N:13][CH:14]=2)O1.Br[C:24]1[C:25]([Cl:34])=[C:26]2[C:31](=[N:32][CH:33]=1)[NH:30][CH2:29][CH2:28][CH2:27]2, predict the reaction product. The product is: [Cl:34][C:25]1[C:26]2[CH2:27][CH2:28][CH2:29][NH:30][C:31]=2[N:32]=[CH:33][C:24]=1[C:9]1[CH:10]=[C:11]([C:15]2([OH:21])[CH2:16][CH2:17][O:18][CH2:19][CH2:20]2)[CH:12]=[N:13][CH:14]=1. (6) Given the reactants [CH2:1]([C:5]1[N:6]([CH2:18][CH2:19][CH2:20][CH2:21][O:22][N:23]2[C:31](=[O:32])[C:30]3[C:25](=[CH:26][CH:27]=[CH:28][CH:29]=3)[C:24]2=[O:33])[C:7]2[C:16]3[CH:15]=[CH:14][CH:13]=[CH:12][C:11]=3[N:10]=[CH:9][C:8]=2[N:17]=1)[CH2:2][CH2:3][CH3:4].C1C=C(Cl)C=C(C(OO)=[O:42])C=1, predict the reaction product. The product is: [CH2:1]([C:5]1[N:6]([CH2:18][CH2:19][CH2:20][CH2:21][O:22][N:23]2[C:31](=[O:32])[C:30]3[C:25](=[CH:26][CH:27]=[CH:28][CH:29]=3)[C:24]2=[O:33])[C:7]2[C:16]3[CH:15]=[CH:14][CH:13]=[CH:12][C:11]=3[N+:10]([O-:42])=[CH:9][C:8]=2[N:17]=1)[CH2:2][CH2:3][CH3:4]. (7) Given the reactants [CH3:1][O:2][C:3](=[O:14])[CH2:4][CH2:5][C:6]1[CH:11]=[CH:10][C:9]([OH:12])=[CH:8][C:7]=1[CH3:13].[Br:15][C:16]1[CH:21]=[CH:20][CH:19]=[CH:18][C:17]=1I.C(=O)([O-])[O-].[Cs+].[Cs+].CC(C)(C(=O)CC(=O)C(C)(C)C)C, predict the reaction product. The product is: [CH3:1][O:2][C:3](=[O:14])[CH2:4][CH2:5][C:6]1[CH:11]=[CH:10][C:9]([O:12][C:17]2[CH:18]=[CH:19][CH:20]=[CH:21][C:16]=2[Br:15])=[CH:8][C:7]=1[CH3:13].